From a dataset of Forward reaction prediction with 1.9M reactions from USPTO patents (1976-2016). Predict the product of the given reaction. The product is: [F:8][C:6]1[C:5]2[O:9][C:10]3[C:15]([C@@:16]4([CH2:20][O:19][C:18]([NH2:21])=[N:17]4)[C:4]=2[CH:3]=[C:2]([C:35]2[CH:30]=[N:31][CH:32]=[CH:33][CH:34]=2)[N:7]=1)=[CH:14][C:13]([C:22]1[C:23]([F:28])=[N:24][CH:25]=[CH:26][CH:27]=1)=[CH:12][CH:11]=3. Given the reactants Cl[C:2]1[N:7]=[C:6]([F:8])[C:5]2[O:9][C:10]3[C:15]([C@@:16]4([CH2:20][O:19][C:18]([NH2:21])=[N:17]4)[C:4]=2[CH:3]=1)=[CH:14][C:13]([C:22]1[C:23]([F:28])=[N:24][CH:25]=[CH:26][CH:27]=1)=[CH:12][CH:11]=3.F[C:30]1[C:35](B(O)O)=[CH:34][CH:33]=[CH:32][N:31]=1.N1C=CC=C(B(O)O)C=1, predict the reaction product.